This data is from Reaction yield outcomes from USPTO patents with 853,638 reactions. The task is: Predict the reaction yield, written as a fraction of the theoretical maximum amount of product (1.0 means a 100% yield; for example, 0.34 means a 34% yield). (1) The reactants are Br[CH2:2][C:3]([C:5]1[CH:6]=[C:7]([C:23]([NH:25][CH2:26][C:27]2[CH:32]=[CH:31][C:30]([S:33]([CH3:36])(=[O:35])=[O:34])=[CH:29][CH:28]=2)=[O:24])[C:8](=[O:22])[N:9]([C:12]2[CH:17]=[CH:16][CH:15]=[C:14]([C:18]([F:21])([F:20])[F:19])[CH:13]=2)[C:10]=1[CH3:11])=O.[CH:37]([NH2:39])=[O:38].C1(C)C(C)=CC=CC=1.OS(O)(=O)=O. The catalyst is O.CC#N. The product is [CH3:11][C:10]1[N:9]([C:12]2[CH:17]=[CH:16][CH:15]=[C:14]([C:18]([F:20])([F:21])[F:19])[CH:13]=2)[C:8](=[O:22])[C:7]([C:23]([NH:25][CH2:26][C:27]2[CH:28]=[CH:29][C:30]([S:33]([CH3:36])(=[O:35])=[O:34])=[CH:31][CH:32]=2)=[O:24])=[CH:6][C:5]=1[C:3]1[N:39]=[CH:37][O:38][CH:2]=1. The yield is 0.310. (2) The reactants are C(Cl)CCl.[C:5]([N:12]1[CH2:17][CH2:16][N:15]([CH2:18][C:19]([OH:21])=O)[CH2:14][CH2:13]1)([O:7][C:8]([CH3:11])([CH3:10])[CH3:9])=[O:6].[F:22][C:23]1[CH:24]=[CH:25][C:26]([NH:29][NH2:30])=[N:27][CH:28]=1.C1C=CC2N(O)N=NC=2C=1. The catalyst is C(Cl)Cl. The product is [C:8]([O:7][C:5]([N:12]1[CH2:13][CH2:14][N:15]([CH2:18][C:19]([NH:30][NH:29][C:26]2[CH:25]=[CH:24][C:23]([F:22])=[CH:28][N:27]=2)=[O:21])[CH2:16][CH2:17]1)=[O:6])([CH3:9])([CH3:10])[CH3:11]. The yield is 0.800. (3) The reactants are C(OC([N:8]1[CH2:12][CH:11](C(C)(C)C)[C:10](C)(C)[C:9]1(O[SiH3])[C:19](=[O:33])[NH:20][C:21]1[CH:26]=[CH:25][C:24]([C:27](=[O:31])[N:28]([CH3:30])[CH3:29])=[CH:23][C:22]=1[F:32])=O)(C)(C)C.C(O)(C(F)(F)F)=[O:37]. The catalyst is C(Cl)Cl. The product is [CH3:29][N:28]([CH3:30])[C:27]([C:24]1[CH:25]=[CH:26][C:21]([NH:20][C:19]([C@H:9]2[CH2:10][C@@H:11]([OH:37])[CH2:12][NH:8]2)=[O:33])=[C:22]([F:32])[CH:23]=1)=[O:31]. The yield is 1.00. (4) The reactants are [NH2:1][C@@H:2]([CH2:5][CH2:6][C:7]1[CH:12]=[CH:11][CH:10]=[C:9]([C:13]([F:16])([F:15])[F:14])[N:8]=1)[CH2:3][OH:4].C([O-])([O-])=O.[K+].[K+].[N:23]#[C:24]Br.O. The catalyst is C1COCC1.C(OCC)(=O)C. The product is [F:15][C:13]([F:16])([F:14])[C:9]1[N:8]=[C:7]([CH2:6][CH2:5][C@H:2]2[CH2:3][O:4][C:24]([NH2:23])=[N:1]2)[CH:12]=[CH:11][CH:10]=1. The yield is 0.390. (5) The reactants are [Cl:1][C:2]1[C:10]2[N:9]=[CH:8][N:7]([CH:11]3[CH2:16][CH2:15][CH2:14][CH2:13][O:12]3)[C:6]=2[CH:5]=[CH:4][C:3]=1[CH2:17][NH:18][C:19](=[O:25])[O:20][C:21]([CH3:24])([CH3:23])[CH3:22].[H-].[Na+].I[CH3:29]. The catalyst is CN(C=O)C. The product is [Cl:1][C:2]1[C:10]2[N:9]=[CH:8][N:7]([CH:11]3[CH2:16][CH2:15][CH2:14][CH2:13][O:12]3)[C:6]=2[CH:5]=[CH:4][C:3]=1[CH2:17][N:18]([CH3:29])[C:19](=[O:25])[O:20][C:21]([CH3:22])([CH3:24])[CH3:23]. The yield is 0.560.